Predict the reactants needed to synthesize the given product. From a dataset of Full USPTO retrosynthesis dataset with 1.9M reactions from patents (1976-2016). (1) Given the product [Cl:20][C:5]1[C:6]([NH:9][C@@H:10]2[C@@H:15]3[CH2:16][C@@H:12]([CH:13]=[CH:14]3)[C@@H:11]2[C:17]([NH2:19])=[O:18])=[C:7]2[N:8]=[C:34]([C:33]3[CH:36]=[CH:37][C:30]([C:27]4[CH2:28][CH2:29][N:24]([CH2:23][C@@H:22]([OH:21])[CH3:40])[CH2:25][CH:26]=4)=[CH:31][C:32]=3[O:38][CH3:39])[NH:1][C:2]2=[N:3][CH:4]=1, predict the reactants needed to synthesize it. The reactants are: [NH2:1][C:2]1[C:7]([NH2:8])=[C:6]([NH:9][C@@H:10]2[C@@H:15]3[CH2:16][C@@H:12]([CH:13]=[CH:14]3)[C@@H:11]2[C:17]([NH2:19])=[O:18])[C:5]([Cl:20])=[CH:4][N:3]=1.[OH:21][C@@H:22]([CH3:40])[CH2:23][N:24]1[CH2:29][CH:28]=[C:27]([C:30]2[CH:37]=[CH:36][C:33]([CH:34]=O)=[C:32]([O:38][CH3:39])[CH:31]=2)[CH2:26][CH2:25]1. (2) Given the product [C:1]([O:5][C:6]([C:8]1[S:22][C:11]2=[CH:12][CH:13]=[C:14]3[C:19]([N:18]=[C:17]([S:41]([CH3:24])(=[O:44])=[O:40])[N:16]=[CH:15]3)=[C:10]2[CH:9]=1)=[O:7])([CH3:4])([CH3:2])[CH3:3], predict the reactants needed to synthesize it. The reactants are: [C:1]([O:5][C:6]([C:8]1[S:22][C:11]2=[CH:12][CH:13]=[C:14]3[C:19]([N:18]=[C:17](SC)[N:16]=[CH:15]3)=[C:10]2[CH:9]=1)=[O:7])([CH3:4])([CH3:3])[CH3:2].Cl[C:24]1C=CC=C(C(OO)=O)C=1.C([O-])([O-])=O.[Na+].[Na+].[O-:40][S:41]([O-:44])(=S)=O.[Na+].[Na+]. (3) Given the product [N:33]1([S:27]([NH:30][C:31](=[O:32])[O:25][CH2:24][C:14]2[CH:15]=[CH:16][C:17]([O:19][CH2:20][CH2:21][O:22][CH3:23])=[CH:18][C:13]=2[O:12][C:3]2[C:2]([Cl:1])=[CH:7][C:6]([C:8]([F:9])([F:11])[F:10])=[CH:5][N:4]=2)(=[O:29])=[O:28])[CH2:38][CH2:37][O:36][CH2:35][CH2:34]1, predict the reactants needed to synthesize it. The reactants are: [Cl:1][C:2]1[C:3]([O:12][C:13]2[CH:18]=[C:17]([O:19][CH2:20][CH2:21][O:22][CH3:23])[CH:16]=[CH:15][C:14]=2[CH2:24][OH:25])=[N:4][CH:5]=[C:6]([C:8]([F:11])([F:10])[F:9])[CH:7]=1.Cl[S:27]([N:30]=[C:31]=[O:32])(=[O:29])=[O:28].[NH:33]1[CH2:38][CH2:37][O:36][CH2:35][CH2:34]1.Cl. (4) Given the product [Cl:1][C:2]1[CH:3]=[C:4]2[NH:22][C:21]([O:31][C@H:32]3[CH2:41][O:40][C@H:39]([CH2:38][OH:37])[C@@H:34]([OH:35])[CH2:33]3)=[N:20][C:5]2=[N:6][C:7]=1[C:8]1[CH:13]=[CH:12][C:11]([C:14]#[CH:15])=[CH:10][CH:9]=1, predict the reactants needed to synthesize it. The reactants are: [Cl:1][C:2]1[CH:3]=[C:4]2[N:22](COCC[Si](C)(C)C)[C:21]([O:31][C@H:32]3[CH2:41][O:40][C@H:39]4[C@@H:34]([O:35]C(C5C=CC=CC=5)[O:37][CH2:38]4)[CH2:33]3)=[N:20][C:5]2=[N:6][C:7]=1[C:8]1[CH:13]=[CH:12][C:11]([C:14]#[C:15][Si](C)(C)C)=[CH:10][CH:9]=1.C(O)=O.S([O-])(O)(=O)=O.[K+].[OH-].[Na+].